Dataset: Forward reaction prediction with 1.9M reactions from USPTO patents (1976-2016). Task: Predict the product of the given reaction. (1) Given the reactants [CH3:1][O:2][C:3]1[CH:4]=[C:5]([CH:11]=[CH:12][C:13]=1[OH:14])[C:6]([O:8][CH2:9][CH3:10])=[O:7].C(=O)([O-])[O-].[K+].[K+].CC1C=CC(S(O[CH2:32][CH:33]2[CH2:38][CH2:37][N:36]([C:39]([O:41][C:42]([CH3:45])([CH3:44])[CH3:43])=[O:40])[CH2:35][CH2:34]2)(=O)=O)=CC=1, predict the reaction product. The product is: [CH3:1][O:2][C:3]1[CH:4]=[C:5]([CH:11]=[CH:12][C:13]=1[O:14][CH2:32][CH:33]1[CH2:38][CH2:37][N:36]([C:39]([O:41][C:42]([CH3:43])([CH3:45])[CH3:44])=[O:40])[CH2:35][CH2:34]1)[C:6]([O:8][CH2:9][CH3:10])=[O:7]. (2) Given the reactants [CH:1]([C@@H:4]1[CH2:8][O:7][C:6](=[O:9])[N:5]1[C:10](=[O:23])[C@@:11]([CH3:22])([CH2:14][O:15]CC[Si](C)(C)C)[CH:12]=[CH2:13])([CH3:3])[CH3:2].F[B-](F)(F)F.[Li+], predict the reaction product. The product is: [OH:15][CH2:14][C:11]([CH3:22])([CH:12]=[CH2:13])[C:10]([N:5]1[C@H:4]([CH:1]([CH3:3])[CH3:2])[CH2:8][O:7][C:6]1=[O:9])=[O:23]. (3) Given the reactants [C:1]([OH:12])(=O)/[CH:2]=[CH:3]/[CH2:4][CH2:5][CH2:6][CH2:7][CH2:8][CH2:9][CH3:10].Cl.Cl.[N:15]1([C:21]2[CH:33]=[CH:32][C:24]([O:25][CH2:26][C:27]([O:29][CH2:30][CH3:31])=[O:28])=[CH:23][CH:22]=2)[CH2:20][CH2:19][NH:18][CH2:17][CH2:16]1, predict the reaction product. The product is: [C:1]([N:18]1[CH2:17][CH2:16][N:15]([C:21]2[CH:22]=[CH:23][C:24]([O:25][CH2:26][C:27]([O:29][CH2:30][CH3:31])=[O:28])=[CH:32][CH:33]=2)[CH2:20][CH2:19]1)(=[O:12])/[CH:2]=[CH:3]/[CH2:4][CH2:5][CH2:6][CH2:7][CH2:8][CH2:9][CH3:10]. (4) Given the reactants [NH2:1][C:2]1[CH:17]=[CH:16][C:5]([C:6]([NH:8][CH2:9][CH2:10][N:11]([CH2:14][CH3:15])[CH2:12][CH3:13])=[O:7])=[C:4]([O:18][CH2:19][CH3:20])[CH:3]=1.[O:21]([C:28]1[CH:33]=[CH:32][C:31]([N:34]=[C:35]=[O:36])=[CH:30][CH:29]=1)[C:22]1[CH:27]=[CH:26][CH:25]=[CH:24][CH:23]=1.C(O)C(N)(CO)CO.CO, predict the reaction product. The product is: [CH2:14]([N:11]([CH2:12][CH3:13])[CH2:10][CH2:9][NH:8][C:6](=[O:7])[C:5]1[CH:16]=[CH:17][C:2]([NH:1][C:35]([NH:34][C:31]2[CH:32]=[CH:33][C:28]([O:21][C:22]3[CH:23]=[CH:24][CH:25]=[CH:26][CH:27]=3)=[CH:29][CH:30]=2)=[O:36])=[CH:3][C:4]=1[O:18][CH2:19][CH3:20])[CH3:15].